Task: Predict the reactants needed to synthesize the given product.. Dataset: Full USPTO retrosynthesis dataset with 1.9M reactions from patents (1976-2016) (1) The reactants are: [NH2:1][C:2]1[N:10]=[CH:9][N:8]=[C:7]2[C:3]=1[N:4]=[CH:5][N:6]2[C@H:11]1[C@@H:15]2[O:16]C(C)(C)[O:18][C@@H:14]2[C@@H:13]([CH2:21][N:22]([CH2:40][C:41]2[CH:46]=[CH:45][CH:44]=[CH:43][CH:42]=2)[CH2:23][CH2:24][CH2:25][NH:26][C:27]([NH:29][C:30]2[CH:35]=[CH:34][C:33]([C:36]([CH3:39])([CH3:38])[CH3:37])=[CH:32][CH:31]=2)=[O:28])[O:12]1. Given the product [NH2:1][C:2]1[N:10]=[CH:9][N:8]=[C:7]2[C:3]=1[N:4]=[CH:5][N:6]2[C@@H:11]1[O:12][C@H:13]([CH2:21][N:22]([CH2:40][C:41]2[CH:42]=[CH:43][CH:44]=[CH:45][CH:46]=2)[CH2:23][CH2:24][CH2:25][NH:26][C:27]([NH:29][C:30]2[CH:35]=[CH:34][C:33]([C:36]([CH3:39])([CH3:38])[CH3:37])=[CH:32][CH:31]=2)=[O:28])[C@@H:14]([OH:18])[C@H:15]1[OH:16], predict the reactants needed to synthesize it. (2) Given the product [F:12][C:9]([F:11])([F:10])[C:7]1[CH:6]=[C:5]([C@H:13]([O:15][C@@H:16]2[C@@H:21]([C:22]3[CH:23]=[CH:24][CH:25]=[CH:26][CH:27]=3)[C@H:20]([CH2:28][N:32]3[CH2:37][CH2:36][S:35](=[O:39])(=[O:38])[CH2:34][CH2:33]3)[CH2:19][CH2:18][O:17]2)[CH3:14])[CH:4]=[C:3]([C:2]([F:1])([F:31])[F:30])[CH:8]=1, predict the reactants needed to synthesize it. The reactants are: [F:1][C:2]([F:31])([F:30])[C:3]1[CH:4]=[C:5]([C@H:13]([O:15][C@@H:16]2[C@@H:21]([C:22]3[CH:27]=[CH:26][CH:25]=[CH:24][CH:23]=3)[C@H:20]([CH:28]=O)[CH2:19][CH2:18][O:17]2)[CH3:14])[CH:6]=[C:7]([C:9]([F:12])([F:11])[F:10])[CH:8]=1.[NH:32]1[CH2:37][CH2:36][S:35](=[O:39])(=[O:38])[CH2:34][CH2:33]1. (3) Given the product [C:11]([C:13]1[C:22]2[C:17](=[CH:18][CH:19]=[CH:20][CH:21]=2)[C:16]([O:10][CH:8]2[CH2:7][NH:6][CH2:5][C:4]3[CH:3]=[CH:2][O:1][C:9]2=3)=[CH:15][CH:14]=1)#[N:12], predict the reactants needed to synthesize it. The reactants are: [O:1]1[C:9]2[CH:8]([OH:10])[CH2:7][NH:6][CH2:5][C:4]=2[CH:3]=[CH:2]1.[C:11]([C:13]1[C:22]2[C:17](=[CH:18][CH:19]=[CH:20][CH:21]=2)[C:16](F)=[CH:15][CH:14]=1)#[N:12]. (4) Given the product [CH3:1][C:2]1[CH:7]=[C:6]([N+:8]([O-:10])=[O:9])[CH:5]=[CH:4][C:3]=1[O:11][CH2:21][CH2:22][N:23]1[CH2:27][CH2:26][CH2:25][CH2:24]1, predict the reactants needed to synthesize it. The reactants are: [CH3:1][C:2]1[CH:7]=[C:6]([N+:8]([O-:10])=[O:9])[CH:5]=[CH:4][C:3]=1[OH:11].C(=O)([O-])[O-].[Cs+].[Cs+].[I-].[K+].Cl[CH2:21][CH2:22][N:23]1[CH2:27][CH2:26][CH2:25][CH2:24]1.